This data is from Full USPTO retrosynthesis dataset with 1.9M reactions from patents (1976-2016). The task is: Predict the reactants needed to synthesize the given product. Given the product [OH:1][C:2]1[N:7]=[CH:6][C:5]([CH:8]([C:13]#[C:14][CH3:15])[CH2:9][C:10]([O:12][CH2:21][CH3:22])=[O:11])=[CH:4][CH:3]=1, predict the reactants needed to synthesize it. The reactants are: [OH:1][C:2]1[N:7]=[CH:6][C:5]([CH:8]([C:13]#[C:14][CH3:15])[CH2:9][C:10]([OH:12])=[O:11])=[CH:4][CH:3]=1.OS(O)(=O)=O.[CH3:21][CH2:22]O.